The task is: Binary Classification. Given a miRNA mature sequence and a target amino acid sequence, predict their likelihood of interaction.. This data is from Experimentally validated miRNA-target interactions with 360,000+ pairs, plus equal number of negative samples. (1) The protein sequence of the target gene is MTRLCLPRPEAREDPIPVPPRGLGAGEGSGSPVRPPVSTWGPSWAQLLDSVLWLGALGLTIQAVFSTTGPALLLLLVSFLTFDLLHRPAGHTLPQRKLLTRGQSQGAGEGPGQQEALLLQMGTVSGQLSLQDALLLLLMGLGPLLRACGMPLTLLGLAFCLHPWA. Result: 0 (no interaction). The miRNA is hsa-miR-92b-5p with sequence AGGGACGGGACGCGGUGCAGUG. (2) The miRNA is hsa-miR-6780a-3p with sequence CUCCUCUGUUUUCUUUCCUAG. The protein sequence of the target gene is MPVLTTDAESETGIPKSLSNEPPSETMEEIEHTCPQPRLTLTAPAPFADESSCQCQAPHEKLTVAQARLGTPVDRPVRVYADGIFDLFHSGHARALMQAKTLFPNSYLLVGVCSDDLTHKFKGFTVMNEAERYEALRHCRYVDEVIRDAPWTLTPEFLEKHKIDFVAHDDIPYSSAGSDDVYKHIKEAGMFVPTQRTEGISTSDIITRIVRDYDVYARRNLQRGYTAKELNVSFINEKKYRFQNQVDKMKEKVKNVEERSKEFVNRVEEKSHDLIQKWEEKSREFIGNFLELFGPDGAWK.... Result: 0 (no interaction). (3) The miRNA is hsa-miR-7159-5p with sequence UUCAACAAGGGUGUAGGAUGG. The protein sequence of the target gene is MGNGLSDQTSILSSLPSFQSFHIVILGLDCAGKTTVLYRLQFNEFVNTVPTKGFNTEKIKVTLGNSKTVTFHFWDVGGQEKLRPLWKSYTRCTDGIVFVVDSVDVERMEEAKTELHKITRISENQGVPVLIVANKQDLRNSLSLSEIEKLLAMGELSSSTPWHLQPTCAIIGDGLKEGLEKLHDMIIKRRKMLRQQKKKR. Result: 0 (no interaction). (4) The miRNA is mmu-miR-466i-5p with sequence UGUGUGUGUGUGUGUGUGUG. The protein sequence of the target gene is MVASSFAVLRASRLCQQDWKSWARLFVPPPLSTGGRTTWARTNATLSVEPEGRSCWDEPLSIAVRGLAPEQPVTLRSALRDEKGALFRAHARYRADAGGELNLARAPALGGSFSGLEPMGLLWAMEPERPLWRLIKRDVQTPFLVELEVLDGHEPDGGQRLAQAVHERHFLAPGVRRVPVREGRVRATLFLPPEPGPFPGIIDLFGVGGGLLEYRASLLAGKGFAVMALAYYNYDDLPKSIETMHMEYFEEAVNYLRSHPEVKGPGIGLLGISKGGELGLAMASFLKGITAAVVINGSVA.... Result: 1 (interaction). (5) The miRNA is hsa-miR-6721-5p with sequence UGGGCAGGGGCUUAUUGUAGGAG. The protein sequence of the target gene is MEGAAVSAAGDGPAVETGLPGSPLEAVAGATAAPVEPRKPHGVKRHHHKHNLKHRYELQETLGKGTYGKVKRATERFSGRVVAIKSIRKDKIKDELDMVHIRREIEIMSSLNHPHIISIYEVFENKDKIVIIMEYASKGELYDYISERRRLSERETRHFFRQIVSAVHYCHKNGVVHRDLKLENILLDDNCNIKIADFGLSNLYQKDKFLQTFCGSPLYASPEIVNGRPYRGPEVDSWALGVLLYTLIYGTMPFDGFDHKNLIRQISSGEYREPTQPSDARGLIRWMLMVNPDRRATIED.... Result: 0 (no interaction). (6) The miRNA is hsa-miR-6831-5p with sequence UAGGUAGAGUGUGAGGAGGAGGUC. The protein sequence of the target gene is MQLSQQLDLFPECRVTLLLFKDVKNAGDLRKKAMEGSIDGSLINPNVIVDPFQILVAANKAVHLHRLGKMKTRTLSTEIIFNLSPNNNISEALKKFGISETNTSVLIVYIEDGSKQVPQEHLVSQVEGQQVPLESLPEITRLSEVKKIYKLSSQEERIGTLLDAIICRMSTKDVL. Result: 0 (no interaction). (7) Result: 0 (no interaction). The protein sequence of the target gene is MGTTKVTPSLVFAVTVATIGSFQFGYNTGVINAPETILKDFLNYTLEERLEDLPSEGLLTALWSLCVAIFSVGGMIGSFSVGLFVNRFGRRNSMLLVNLLAIIAGCLMGFAKIAESVEMLILGRLLIGIFCGLCTGFVPMYIGEVSPTALRGAFGTLNQLGIVVGILVAQIFGLDFILGSEELWPGLLGLTIIPAILQSAALPFCPESPRFLLINKKEEDQATEILQRLWGTSDVVQEIQEMKDESVRMSQEKQVTVLELFRSPNYVQPLLISIVLQLSQQLSGINAVFYYSTGIFKDAG.... The miRNA is hsa-miR-4659a-5p with sequence CUGCCAUGUCUAAGAAGAAAAC. (8) The miRNA is hsa-miR-193b-3p with sequence AACUGGCCCUCAAAGUCCCGCU. The protein sequence of the target gene is MGTPQKDVIIKSDAPDTLLLEKHADYIASYGSKKDDYEYCMSEYLRMSGIYWGLTVMDLMGQLHRMNREEILAFIKSCQHECGGISASIGHDPHLLYTLSAVQILTLYDSINVIDVNKVVEYVKGLQKEDGSFAGDIWGEIDTRFSFCAVATLALLGKLDAINVEKAIEFVLSCMNFDGGFGCRPGSESHAGQIYCCTGFLAITSQLHQVNSDLLGWWLCERQLPSGGLNGRPEKLPDVCYSWWVLASLKIIGRLHWIDREKLRNFILACQDEETGGFADRPGDMVDPFHTLFGIAGLSL.... Result: 1 (interaction).